Dataset: Forward reaction prediction with 1.9M reactions from USPTO patents (1976-2016). Task: Predict the product of the given reaction. (1) Given the reactants [CH3:1][O:2][C:3]([C:5]1[S:9][C:8]([NH2:10])=[N:7][C:6]=1[CH2:11][OH:12])=[O:4].CN(C)C=O, predict the reaction product. The product is: [CH3:1][O:2][C:3]([C:5]1[S:9][C:8]([NH2:10])=[N:7][C:6]=1[CH:11]=[O:12])=[O:4]. (2) Given the reactants [NH:1]1[CH:5]=[CH:4][N:3]=[C:2]1[CH:6]([C:8]1[CH:13]=[CH:12][CH:11]=[C:10]([C:14]2[CH:19]=[CH:18][CH:17]=[CH:16][N:15]=2)[CH:9]=1)O.C([SiH](CC)CC)C.FC(F)(F)C(O)=O, predict the reaction product. The product is: [NH:1]1[CH:5]=[CH:4][N:3]=[C:2]1[CH2:6][C:8]1[CH:9]=[C:10]([C:14]2[CH:19]=[CH:18][CH:17]=[CH:16][N:15]=2)[CH:11]=[CH:12][CH:13]=1. (3) The product is: [O:37]=[S:2]1(=[O:1])[CH2:3][CH2:4][N:5]([C:8]2[CH:9]=[CH:10][C:11]([C:14]3[S:18][C:17]([C:19]4[CH:20]=[N:21][CH:22]=[C:23]([F:25])[CH:24]=4)=[N:16][C:15]=3[C@@H:26]3[CH2:31][CH2:30][C@H:29]([F:32])[CH2:28][C@H:27]3[C:33]([OH:35])=[O:34])=[CH:12][CH:13]=2)[CH2:6][CH2:7]1. Given the reactants [O:1]=[S:2]1(=[O:37])[CH2:7][CH2:6][N:5]([C:8]2[CH:13]=[CH:12][C:11]([C:14]3[S:18][C:17]([C:19]4[CH:20]=[N:21][CH:22]=[C:23]([F:25])[CH:24]=4)=[N:16][C:15]=3[C@@H:26]3[CH2:31][CH2:30][C@H:29]([F:32])[CH2:28][C@H:27]3[C:33]([O:35]C)=[O:34])=[CH:10][CH:9]=2)[CH2:4][CH2:3]1.CO.[OH-].[Na+], predict the reaction product. (4) Given the reactants [NH2:1][CH2:2][C@@H:3]1[C@@H:11]([C@@:12]2([CH3:21])[CH2:17][CH2:16][C@H:15]([OH:18])[CH2:14][C@@H:13]2[CH2:19][OH:20])[CH2:10][CH2:9][C@@:8]2([CH3:22])[C@H:4]1[CH2:5][CH2:6][C:7]2=[CH2:23].C1CN([P+](ON2N=NC3C=CC=CC2=3)(N2CCCC2)N2CCCC2)CC1.F[P-](F)(F)(F)(F)F.[NH:57]1[CH:61]=[CH:60][CH:59]=[C:58]1[C:62](O)=[O:63].CCN(C(C)C)C(C)C, predict the reaction product. The product is: [OH:18][C@H:15]1[CH2:16][CH2:17][C@@:12]([C@H:11]2[CH2:10][CH2:9][C@@:8]3([CH3:22])[C@@H:4]([CH2:5][CH2:6][C:7]3=[CH2:23])[C@@H:3]2[CH2:2][NH:1][C:62]([C:58]2[NH:57][CH:61]=[CH:60][CH:59]=2)=[O:63])([CH3:21])[C@@H:13]([CH2:19][OH:20])[CH2:14]1.